Dataset: Experimentally validated miRNA-target interactions with 360,000+ pairs, plus equal number of negative samples. Task: Binary Classification. Given a miRNA mature sequence and a target amino acid sequence, predict their likelihood of interaction. (1) Result: 0 (no interaction). The protein sequence of the target gene is MTTGSVLPLLLLGLSGALRAHREDLTVREACKAGFSEEGYTALISPNVLEGEKLLKVEFSSCVGTKGMQYETNSLDFKVGADGTVFATRELKIPSEQVAFTVTARERQSAEQWAAMVRLLVAQTSSAHSEHKKGQTVALDPSQPPNDTLLPWPQHQSSGGLRRQKRDWVIPPINVPENSRGPFPQQLVRIRSDKDNDIPIRYSITGVGADQPPMEVFNIDSMSGRMYVTRPMDREERASYHLRAHAVDMNGNKVENPIDLYIYVIDMNDNRPEFINQVYNGSVDEGSKPGTYVMTVTAND.... The miRNA is hsa-miR-6508-5p with sequence UCUAGAAAUGCAUGACCCACC. (2) The miRNA is hsa-miR-657 with sequence GGCAGGUUCUCACCCUCUCUAGG. The protein sequence of the target gene is MALSSAWRSVLPLWLLWSAACSRAASGDDNAFPFDIEGSSAVGRQDPPETSEPRVALGRLPPAAEKCNAGFFHTLSGECVPCDCNGNSNECLDGSGYCVHCQRNTTGEHCEKCLDGYIGDSIRGAPQFCQPCPCPLPHLANFAESCYRKNGAVRCICNENYAGPNCERCAPGYYGNPLLIGSTCKKCDCSGNSDPNLIFEDCDEVTGQCRNCLRNTTGFKCERCAPGYYGDARIAKNCAVCNCGGGPCDSVTGECLEEGFEPPTGMDCPTISCDKCVWDLTDALRLAALSIEEGKSGVLS.... Result: 1 (interaction).